Dataset: Reaction yield outcomes from USPTO patents with 853,638 reactions. Task: Predict the reaction yield, written as a fraction of the theoretical maximum amount of product (1.0 means a 100% yield; for example, 0.34 means a 34% yield). (1) The reactants are [Br:1][C:2]1[CH:7]=[C:6]([CH3:8])[C:5]([C:9]2[C:10](=[O:29])[CH:11]([CH2:16][C:17]3[N:22]=[C:21](S(C)(=O)=O)[C:20]([C:27]#[N:28])=[CH:19][CH:18]=3)[CH2:12][C:13]=2[O:14][CH3:15])=[C:4]([CH3:30])[CH:3]=1.[CH3:31][NH2:32]. The catalyst is O1CCCC1. The product is [Br:1][C:2]1[CH:7]=[C:6]([CH3:8])[C:5]([C:9]2[C:10](=[O:29])[CH:11]([CH2:16][C:17]3[N:22]=[C:21]([NH:32][CH3:31])[C:20]([C:27]#[N:28])=[CH:19][CH:18]=3)[CH2:12][C:13]=2[O:14][CH3:15])=[C:4]([CH3:30])[CH:3]=1. The yield is 0.990. (2) The reactants are Br[C:2]1[N:3]([CH3:8])[CH:4]=[C:5]([Br:7])[N:6]=1.[NH:9]1[CH2:14][CH2:13][NH:12][CH2:11][CH2:10]1. The catalyst is ClCCl. The product is [Br:7][C:5]1[N:6]=[C:2]([N:9]2[CH2:14][CH2:13][NH:12][CH2:11][CH2:10]2)[N:3]([CH3:8])[CH:4]=1. The yield is 0.610. (3) The reactants are [C:12]([O:11][C:9](O[C:9]([O:11][C:12]([CH3:15])([CH3:14])[CH3:13])=[O:10])=[O:10])([CH3:15])([CH3:14])[CH3:13].[NH2:16][CH:17]([C:19]1[C:20]([O:41][CH3:42])=[C:21]([CH:27]2[CH2:30][N:29]([C:31]([O:33][CH2:34][C:35]3[CH:40]=[CH:39][CH:38]=[CH:37][CH:36]=3)=[O:32])[CH2:28]2)[C:22]([CH3:26])=[C:23]([Cl:25])[CH:24]=1)[CH3:18].CCN(C(C)C)C(C)C. The catalyst is C1COCC1. The product is [C:12]([O:11][C:9]([NH:16][CH:17]([C:19]1[C:20]([O:41][CH3:42])=[C:21]([CH:27]2[CH2:30][N:29]([C:31]([O:33][CH2:34][C:35]3[CH:40]=[CH:39][CH:38]=[CH:37][CH:36]=3)=[O:32])[CH2:28]2)[C:22]([CH3:26])=[C:23]([Cl:25])[CH:24]=1)[CH3:18])=[O:10])([CH3:13])([CH3:14])[CH3:15]. The yield is 0.580. (4) The reactants are [CH3:1][O:2][C:3](/[CH:5]=[CH:6]/[C:7]([OH:9])=[O:8])=[O:4].CCN=C=NCCCN(C)C.Cl.O[C@@H:23]([CH3:35])[C:24]([N:26]([CH2:31][CH2:32][O:33][CH3:34])[CH2:27][CH2:28][O:29][CH3:30])=[O:25]. The catalyst is ClCCl.CN(C1C=CN=CC=1)C. The product is [C:7]([O:9][C@H:23]([C:24](=[O:25])[N:26]([CH2:27][CH2:28][O:29][CH3:30])[CH2:31][CH2:32][O:33][CH3:34])[CH3:35])(=[O:8])/[CH:6]=[CH:5]/[C:3]([O:2][CH3:1])=[O:4]. The yield is 0.140. (5) The reactants are [Si]([O:8][CH2:9][C:10]1[CH:11]=[C:12]2[C:16](=[CH:17][CH:18]=1)[NH:15][N:14]=[C:13]2[NH:19][C:20]([NH2:22])=[S:21])(C(C)(C)C)(C)C.[CH2:23](OC(Cl)CCl)[CH3:24].N1C=CN=C1.C([Si](C)(C)Cl)(C)(C)C.[F-].C([N+](CCCC)(CCCC)CCCC)CCC. The catalyst is C(O)C.O.CN(C=O)C.CCOC(C)=O.C1COCC1. The product is [S:21]1[CH:24]=[CH:23][N:22]=[C:20]1[NH:19][C:13]1[C:12]2[C:16](=[CH:17][CH:18]=[C:10]([CH2:9][OH:8])[CH:11]=2)[NH:15][N:14]=1. The yield is 0.0680. (6) The reactants are O=P(Cl)(Cl)Cl.[NH2:6][C:7]1[N:8]=[CH:9][C:10]([C:26]2[CH:36]=[CH:35][C:29]([C:30]([N:32]([CH3:34])[CH3:33])=[O:31])=[CH:28][CH:27]=2)=[N:11][C:12]=1[C:13](=O)[NH:14][NH:15][C:16]([C:18]1[S:19][CH:20]=[CH:21][C:22]=1[O:23][CH3:24])=[O:17]. The catalyst is ClCCl. The product is [NH2:6][C:7]1[N:8]=[CH:9][C:10]([C:26]2[CH:36]=[CH:35][C:29]([C:30]([N:32]([CH3:34])[CH3:33])=[O:31])=[CH:28][CH:27]=2)=[N:11][C:12]=1[C:13]1[O:17][C:16]([C:18]2[S:19][CH:20]=[CH:21][C:22]=2[O:23][CH3:24])=[N:15][N:14]=1. The yield is 0.230. (7) The reactants are [CH2:1]([N:5]1[C:14](=O)[C:13]([C:16]#[N:17])=[C:12]2[C:7]([CH:8](O)[CH2:9][CH2:10][CH2:11]2)=[CH:6]1)[CH2:2][CH2:3][CH3:4].COC1C=CC(P2(SP(C3C=CC(OC)=CC=3)(=S)S2)=[S:28])=CC=1.CO. The catalyst is C1(C)C=CC=CC=1. The product is [CH2:1]([N:5]1[C:14](=[S:28])[C:13]([C:16]#[N:17])=[C:12]2[C:7]([CH2:8][CH2:9][CH2:10][CH2:11]2)=[CH:6]1)[CH2:2][CH2:3][CH3:4]. The yield is 0.730. (8) The reactants are [Br:1][C:2]1[CH:3]=[C:4]2[C:8](=[CH:9][CH:10]=1)[NH:7][N:6]=[C:5]2[C:11]1[CH:16]=[CH:15][C:14]([F:17])=[CH:13][CH:12]=1.[O:18]1[CH:23]=[CH:22][CH2:21][CH2:20][CH2:19]1.O.C1(C)C=CC(S(O)(=O)=O)=CC=1. The catalyst is O1CCCC1. The product is [Br:1][C:2]1[CH:3]=[C:4]2[C:8](=[CH:9][CH:10]=1)[N:7]([CH:19]1[CH2:20][CH2:21][CH2:22][CH2:23][O:18]1)[N:6]=[C:5]2[C:11]1[CH:16]=[CH:15][C:14]([F:17])=[CH:13][CH:12]=1. The yield is 0.820. (9) The reactants are [CH3:1][C:2]1[CH:3]=[CH:4][C:5]2[O:9][N:8]([C:10]([C:23]3[CH:28]=[CH:27][CH:26]=[CH:25][CH:24]=3)([C:17]3[CH:22]=[CH:21][CH:20]=[CH:19][CH:18]=3)[C:11]3[CH:16]=[CH:15][CH:14]=[CH:13][CH:12]=3)[C:7](=[O:29])[C:6]=2[CH:30]=1.C1C(=O)N([Br:38])C(=O)C1.O. The catalyst is C(Cl)Cl. The product is [Br:38][CH2:1][C:2]1[CH:3]=[CH:4][C:5]2[O:9][N:8]([C:10]([C:17]3[CH:22]=[CH:21][CH:20]=[CH:19][CH:18]=3)([C:23]3[CH:24]=[CH:25][CH:26]=[CH:27][CH:28]=3)[C:11]3[CH:16]=[CH:15][CH:14]=[CH:13][CH:12]=3)[C:7](=[O:29])[C:6]=2[CH:30]=1. The yield is 0.730. (10) The reactants are Br[C:2]1[C:7]2=[N:8][S:9][N:10]=[C:6]2[C:5]([Br:11])=[C:4]([Cl:12])[C:3]=1[Cl:13].[CH2:14]([C:26]1[CH:27]=[C:28]([Sn](C)(C)C)[S:29][CH:30]=1)[CH2:15][CH2:16][CH2:17][CH2:18][CH2:19][CH2:20][CH2:21][CH2:22][CH2:23][CH2:24][CH3:25]. The catalyst is C1C=CC([P]([Pd]([P](C2C=CC=CC=2)(C2C=CC=CC=2)C2C=CC=CC=2)([P](C2C=CC=CC=2)(C2C=CC=CC=2)C2C=CC=CC=2)[P](C2C=CC=CC=2)(C2C=CC=CC=2)C2C=CC=CC=2)(C2C=CC=CC=2)C2C=CC=CC=2)=CC=1.C1(C)C=CC=CC=1. The product is [CH2:14]([C:26]1[CH:27]=[C:28]([C:2]2[C:7]3=[N:8][S:9][N:10]=[C:6]3[C:5]([Br:11])=[C:4]([Cl:12])[C:3]=2[Cl:13])[S:29][CH:30]=1)[CH2:15][CH2:16][CH2:17][CH2:18][CH2:19][CH2:20][CH2:21][CH2:22][CH2:23][CH2:24][CH3:25]. The yield is 0.420.